This data is from NCI-60 drug combinations with 297,098 pairs across 59 cell lines. The task is: Regression. Given two drug SMILES strings and cell line genomic features, predict the synergy score measuring deviation from expected non-interaction effect. (1) Drug 1: CC1C(C(CC(O1)OC2CC(CC3=C2C(=C4C(=C3O)C(=O)C5=C(C4=O)C(=CC=C5)OC)O)(C(=O)CO)O)N)O.Cl. Drug 2: C1CN(CCN1C(=O)CCBr)C(=O)CCBr. Cell line: MOLT-4. Synergy scores: CSS=66.0, Synergy_ZIP=3.13, Synergy_Bliss=6.11, Synergy_Loewe=3.87, Synergy_HSA=5.75. (2) Drug 1: C1CCC(CC1)NC(=O)N(CCCl)N=O. Drug 2: C1C(C(OC1N2C=NC(=NC2=O)N)CO)O. Cell line: NCI-H460. Synergy scores: CSS=9.15, Synergy_ZIP=-6.35, Synergy_Bliss=-3.33, Synergy_Loewe=-4.96, Synergy_HSA=-2.77. (3) Drug 1: C1CCN(CC1)CCOC2=CC=C(C=C2)C(=O)C3=C(SC4=C3C=CC(=C4)O)C5=CC=C(C=C5)O. Drug 2: CCC1=CC2CC(C3=C(CN(C2)C1)C4=CC=CC=C4N3)(C5=C(C=C6C(=C5)C78CCN9C7C(C=CC9)(C(C(C8N6C)(C(=O)OC)O)OC(=O)C)CC)OC)C(=O)OC.C(C(C(=O)O)O)(C(=O)O)O. Cell line: UACC-257. Synergy scores: CSS=16.7, Synergy_ZIP=-1.80, Synergy_Bliss=6.17, Synergy_Loewe=-9.33, Synergy_HSA=3.79. (4) Drug 1: CC1=C(C(=CC=C1)Cl)NC(=O)C2=CN=C(S2)NC3=CC(=NC(=N3)C)N4CCN(CC4)CCO. Drug 2: CCN(CC)CCCC(C)NC1=C2C=C(C=CC2=NC3=C1C=CC(=C3)Cl)OC. Cell line: OVCAR-4. Synergy scores: CSS=13.0, Synergy_ZIP=-5.38, Synergy_Bliss=-2.83, Synergy_Loewe=-7.41, Synergy_HSA=-2.40. (5) Drug 1: C1CCC(CC1)NC(=O)N(CCCl)N=O. Drug 2: C1=CN(C=N1)CC(O)(P(=O)(O)O)P(=O)(O)O. Cell line: HCC-2998. Synergy scores: CSS=-3.02, Synergy_ZIP=-2.54, Synergy_Bliss=-5.28, Synergy_Loewe=-7.42, Synergy_HSA=-6.79.